This data is from Forward reaction prediction with 1.9M reactions from USPTO patents (1976-2016). The task is: Predict the product of the given reaction. Given the reactants [N:1]1[CH:2]=[CH:3][N:4]2[CH:9]=[C:8]([CH2:10][C:11]3[N:15]4[N:16]=[C:17]([C:20]5[CH:21]=[N:22][N:23]([CH3:25])[CH:24]=5)[CH:18]=[CH:19][C:14]4=[N:13][CH:12]=3)[CH:7]=[CH:6][C:5]=12.C1C(=O)N([Br:33])C(=O)C1, predict the reaction product. The product is: [Br:33][C:3]1[N:4]2[CH:9]=[C:8]([CH2:10][C:11]3[N:15]4[N:16]=[C:17]([C:20]5[CH:21]=[N:22][N:23]([CH3:25])[CH:24]=5)[CH:18]=[CH:19][C:14]4=[N:13][CH:12]=3)[CH:7]=[CH:6][C:5]2=[N:1][CH:2]=1.